The task is: Binary Classification. Given a drug SMILES string, predict its activity (active/inactive) in a high-throughput screening assay against a specified biological target.. This data is from Tyrosyl-DNA phosphodiesterase HTS with 341,365 compounds. (1) The compound is S(=O)(=O)(N(c1ccc(OCC)cc1)C(=O)CCC)c1c2c3c(n(c(=O)c3ccc2)C)cc1. The result is 0 (inactive). (2) The compound is Clc1c(CN2CCN(CC2)C(=O)c2nc3c(cc2)cccc3)c(F)ccc1. The result is 0 (inactive).